From a dataset of Forward reaction prediction with 1.9M reactions from USPTO patents (1976-2016). Predict the product of the given reaction. (1) The product is: [C:42](=[O:43])([O:41][CH2:39][CH3:40])[O:29][C:5]1[N:6]([CH2:16][C:17]2[CH:22]=[CH:21][CH:20]=[C:19]([CH2:23][N:24]3[CH2:25][CH2:26][CH2:27][CH2:28]3)[CH:18]=2)[C:7]2[C:3]([N:4]=1)=[C:2]([NH2:1])[N:10]=[C:9]([O:11][CH2:12][CH2:13][O:14][CH3:15])[N:8]=2. Given the reactants [NH2:1][C:2]1[N:10]=[C:9]([O:11][CH2:12][CH2:13][O:14][CH3:15])[N:8]=[C:7]2[C:3]=1[N:4]=[C:5]([OH:29])[N:6]2[CH2:16][C:17]1[CH:22]=[CH:21][CH:20]=[C:19]([CH2:23][N:24]2[CH2:28][CH2:27][CH2:26][CH2:25]2)[CH:18]=1.C(N(CC)C(C)C)(C)C.[CH2:39]([O:41][C:42](Cl)=[O:43])[CH3:40], predict the reaction product. (2) The product is: [CH2:5]([O:4][CH2:3][CH2:2][PH:15](=[O:19])[CH2:20][CH2:21][O:22][CH2:23][C:24]1[CH:10]=[CH:11][CH:6]=[CH:7][CH:8]=1)[C:6]1[CH:11]=[CH:10][CH:9]=[CH:8][CH:7]=1. Given the reactants Br[CH2:2][CH2:3][O:4][CH2:5][C:6]1[CH:11]=[CH:10][CH:9]=[CH:8][CH:7]=1.C(O[P:15]([O-:19])OCC)C.[CH3:20][CH2:21][O:22][CH2:23][CH3:24], predict the reaction product.